The task is: Predict which catalyst facilitates the given reaction.. This data is from Catalyst prediction with 721,799 reactions and 888 catalyst types from USPTO. (1) Reactant: [Br:1][C:2]1[CH:3]=[CH:4][C:5]([F:26])=[C:6]([C@:8]([NH:13][S:14]([C:17]2[CH:22]=[CH:21][CH:20]=[CH:19][C:18]=2[N+:23]([O-:25])=[O:24])(=[O:16])=[O:15])([CH2:11][F:12])[CH2:9]O)[CH:7]=1.C1C=CC(P(C2C=CC=CC=2)C2C=CC=CC=2)=CC=1.CCOC(/N=N/C(OCC)=O)=O. Product: [Br:1][C:2]1[CH:3]=[CH:4][C:5]([F:26])=[C:6]([C:8]2([CH2:11][F:12])[CH2:9][N@:13]2[S:14]([C:17]2[CH:22]=[CH:21][CH:20]=[CH:19][C:18]=2[N+:23]([O-:25])=[O:24])(=[O:16])=[O:15])[CH:7]=1. The catalyst class is: 182. (2) Reactant: Cl.Cl.[N:3]1([NH:9][C:10]([C:12]2[CH:13]=[N:14][C:15]([C:18]3[CH:23]=[CH:22][CH:21]=[CH:20][CH:19]=3)=[N:16][CH:17]=2)=[O:11])[CH2:8][CH2:7][NH:6][CH2:5][CH2:4]1.Br[CH2:25][C:26]#[N:27].C([O-])([O-])=O.[Na+].[Na+]. Product: [C:26]([CH2:25][N:6]1[CH2:5][CH2:4][N:3]([NH:9][C:10]([C:12]2[CH:17]=[N:16][C:15]([C:18]3[CH:19]=[CH:20][CH:21]=[CH:22][CH:23]=3)=[N:14][CH:13]=2)=[O:11])[CH2:8][CH2:7]1)#[N:27]. The catalyst class is: 1.